From a dataset of Reaction yield outcomes from USPTO patents with 853,638 reactions. Predict the reaction yield, written as a fraction of the theoretical maximum amount of product (1.0 means a 100% yield; for example, 0.34 means a 34% yield). (1) The reactants are [CH3:1][O:2][C:3]1[CH:4]=[C:5]([C:9]2[CH:10]=[C:11]([NH2:14])[NH:12][N:13]=2)[CH:6]=[CH:7][CH:8]=1.[F:15][C:16]([F:26])([F:25])[C:17](=[O:24])[CH2:18][C:19](OCC)=[O:20]. No catalyst specified. The product is [F:15][C:16]([F:26])([F:25])[C:17](=[O:24])[CH2:18][C:19]([NH:14][C:11]1[NH:12][N:13]=[C:9]([C:5]2[CH:6]=[CH:7][CH:8]=[C:3]([O:2][CH3:1])[CH:4]=2)[CH:10]=1)=[O:20]. The yield is 0.330. (2) The reactants are [CH:1]1([N:4]([S:31]([C:34]2[CH:39]=[CH:38][CH:37]=[CH:36][N:35]=2)(=[O:33])=[O:32])[C:5]2[CH:6]=[C:7]([O:26][CH2:27][CH2:28][O:29][CH3:30])[CH:8]=[C:9]3[C:13]=2[N:12](C(OC(C)(C)C)=O)[CH:11]([C:21]([O:23][CH2:24][CH3:25])=[O:22])[CH2:10]3)[CH2:3][CH2:2]1. The catalyst is C(OCC)(=O)C.Cl. The product is [CH:1]1([N:4]([S:31]([C:34]2[CH:39]=[CH:38][CH:37]=[CH:36][N:35]=2)(=[O:33])=[O:32])[C:5]2[CH:6]=[C:7]([O:26][CH2:27][CH2:28][O:29][CH3:30])[CH:8]=[C:9]3[C:13]=2[NH:12][CH:11]([C:21]([O:23][CH2:24][CH3:25])=[O:22])[CH2:10]3)[CH2:2][CH2:3]1. The yield is 0.960. (3) The reactants are C(N(C(C)C)CC)(C)C.[NH2:10][C@@H:11]1[CH2:15][CH2:14][N:13]([C:16]2[C:25]3[C:20](=[CH:21][C:22]([CH3:26])=[CH:23][CH:24]=3)[N:19]=[C:18]([C:27]3[C:32]([F:33])=[CH:31][CH:30]=[CH:29][C:28]=3[OH:34])[N:17]=2)[CH2:12]1.Cl[C:36]([O:38][CH2:39][CH3:40])=[O:37].ClC([O-])=O. The catalyst is C1COCC1. The product is [F:33][C:32]1[CH:31]=[CH:30][CH:29]=[C:28]([OH:34])[C:27]=1[C:18]1[N:17]=[C:16]([N:13]2[CH2:14][CH2:15][C@@H:11]([NH:10][C:36](=[O:37])[O:38][CH2:39][CH3:40])[CH2:12]2)[C:25]2[C:20](=[CH:21][C:22]([CH3:26])=[CH:23][CH:24]=2)[N:19]=1. The yield is 0.850. (4) The reactants are [C:1]([O:5][C:6](=[O:24])[N:7](CCCN1C(N)=C(C(=O)N)N=C1Br)[CH:8]([CH3:10])[CH3:9])([CH3:4])([CH3:3])[CH3:2].[Li+].[Br-].CC(C)([O-])C.[K+].C1(C2N=C(S)SC=2)C=CC=CC=1. No catalyst specified. The product is [C:1]([O:5][C:6](=[O:24])[NH:7][CH:8]([CH3:9])[CH3:10])([CH3:4])([CH3:3])[CH3:2]. The yield is 0.390. (5) The reactants are O=C1C2C(=CC=CC=2)C(=O)[N:3]1[O:12][CH:13]1[CH2:18][N:17]([C:19]([O:21][C:22]([CH3:25])([CH3:24])[CH3:23])=[O:20])[CH2:16][C:15]2[N:26]([CH3:29])[N:27]=[CH:28][C:14]1=2.C(Cl)Cl.O.NN. The catalyst is C(O)C. The product is [NH2:3][O:12][CH:13]1[CH2:18][N:17]([C:19]([O:21][C:22]([CH3:23])([CH3:24])[CH3:25])=[O:20])[CH2:16][C:15]2[N:26]([CH3:29])[N:27]=[CH:28][C:14]1=2. The yield is 0.620. (6) The reactants are [OH:1][CH2:2][CH2:3][C:4]1[CH:9]=[CH:8][C:7]([OH:10])=[CH:6][CH:5]=1.Cl[C:12]1[N:17]=[CH:16][C:15]([C:18]([F:21])([F:20])[F:19])=[CH:14][N:13]=1.C([O-])([O-])=O.[K+].[K+].O. The catalyst is CN(C=O)C. The product is [F:19][C:18]([F:21])([F:20])[C:15]1[CH:14]=[N:13][C:12]([O:10][C:7]2[CH:8]=[CH:9][C:4]([CH2:3][CH2:2][OH:1])=[CH:5][CH:6]=2)=[N:17][CH:16]=1. The yield is 1.00. (7) The reactants are [OH-].[Na+].[CH3:3][C:4]1[CH:5]=[C:6]([NH:11][C:12]([C:14]2[C:15]([S:20][CH2:21][C:22]3[CH:27]=[CH:26][N:25]=[C:24]([C:28]([O:30]CC)=[O:29])[CH:23]=3)=[N:16][CH:17]=[CH:18][CH:19]=2)=[O:13])[CH:7]=[C:8]([CH3:10])[CH:9]=1. The catalyst is CO.C(OCC)(=O)C. The product is [C:28]([C:24]1[CH:23]=[C:22]([CH2:21][S:20][C:15]2[C:14]([C:12]([NH:11][C:6]3[CH:7]=[C:8]([CH3:10])[CH:9]=[C:4]([CH3:3])[CH:5]=3)=[O:13])=[CH:19][CH:18]=[CH:17][N:16]=2)[CH:27]=[CH:26][N:25]=1)([OH:30])=[O:29]. The yield is 0.840. (8) The reactants are N[C:2]1[CH:7]=[CH:6][C:5]([N:8]([C:13]2[C:32]([CH:33]3[CH2:35][CH2:34]3)=[CH:31][C:16]3[C:17]([C:27]([NH:29][CH3:30])=[O:28])=[C:18]([C:20]4[CH:25]=[CH:24][C:23]([F:26])=[CH:22][CH:21]=4)[O:19][C:15]=3[CH:14]=2)[S:9]([CH3:12])(=[O:11])=[O:10])=[C:4]([F:36])[CH:3]=1.[BrH:37].N([O-])=O.[Na+]. The catalyst is C(#N)C.O. The product is [Br:37][C:2]1[CH:7]=[CH:6][C:5]([N:8]([C:13]2[C:32]([CH:33]3[CH2:35][CH2:34]3)=[CH:31][C:16]3[C:17]([C:27]([NH:29][CH3:30])=[O:28])=[C:18]([C:20]4[CH:25]=[CH:24][C:23]([F:26])=[CH:22][CH:21]=4)[O:19][C:15]=3[CH:14]=2)[S:9]([CH3:12])(=[O:11])=[O:10])=[C:4]([F:36])[CH:3]=1. The yield is 0.600.